This data is from Reaction yield outcomes from USPTO patents with 853,638 reactions. The task is: Predict the reaction yield, written as a fraction of the theoretical maximum amount of product (1.0 means a 100% yield; for example, 0.34 means a 34% yield). (1) The reactants are [N+:1]([C:4]1[CH:11]=[C:10]([C:12]([F:15])([F:14])[F:13])[C:9]([O:16][CH2:17][C:18]([F:21])([F:20])[F:19])=[CH:8][C:5]=1[C:6]#[N:7])([O-])=O. The catalyst is CO.Cl.[Fe]. The product is [NH2:1][C:4]1[CH:11]=[C:10]([C:12]([F:14])([F:15])[F:13])[C:9]([O:16][CH2:17][C:18]([F:19])([F:20])[F:21])=[CH:8][C:5]=1[C:6]#[N:7]. The yield is 0.840. (2) The reactants are [CH3:1][O:2][CH2:3][C:4]1[CH:5]=[CH:6][C:7]([O:12][C:13]([F:16])([F:15])[F:14])=[C:8]([CH:11]=1)[CH:9]=O.C(O)C.Cl.[NH2:21][OH:22]. The catalyst is O. The product is [CH3:1][O:2][CH2:3][C:4]1[CH:5]=[CH:6][C:7]([O:12][C:13]([F:16])([F:15])[F:14])=[C:8]([CH:11]=1)[CH:9]=[N:21][OH:22]. The yield is 0.760. (3) The reactants are [F:1][C:2]1[CH:10]=[C:9]2[C:5]([C:6]([C:11]3[CH:28]=[CH:27][C:14]4[N:15]=[C:16]([CH2:18][NH:19][S:20]([CH2:23][CH2:24][O:25]C)(=[O:22])=[O:21])[O:17][C:13]=4[CH:12]=3)=[CH:7][NH:8]2)=[CH:4][CH:3]=1.BrB(Br)Br.C([O-])(O)=O.[Na+]. The catalyst is C(Cl)Cl. The product is [F:1][C:2]1[CH:10]=[C:9]2[C:5]([C:6]([C:11]3[CH:28]=[CH:27][C:14]4[N:15]=[C:16]([CH2:18][NH:19][S:20]([CH2:23][CH2:24][OH:25])(=[O:22])=[O:21])[O:17][C:13]=4[CH:12]=3)=[CH:7][NH:8]2)=[CH:4][CH:3]=1. The yield is 0.170. (4) The reactants are C(OC([N:8]1[CH2:14][CH2:13][CH2:12][N:11]([CH2:15][C:16]2[C:24]3[O:23][CH:22]=[CH:21][C:20]=3[CH:19]=[C:18]([NH2:25])[CH:17]=2)[CH2:10][CH2:9]1)=O)(C)(C)C.[S:26]1[CH:30]=[CH:29][CH:28]=[C:27]1[S:31]([Cl:34])(=[O:33])=[O:32]. No catalyst specified. The product is [ClH:34].[ClH:34].[N:11]1([CH2:15][C:16]2[C:24]3[O:23][CH:22]=[CH:21][C:20]=3[CH:19]=[C:18]([NH:25][S:31]([C:27]3[S:26][CH:30]=[CH:29][CH:28]=3)(=[O:33])=[O:32])[CH:17]=2)[CH2:12][CH2:13][CH2:14][NH:8][CH2:9][CH2:10]1. The yield is 0.220. (5) The yield is 0.170. The catalyst is CN(C)C=O. The reactants are [NH2:1][C:2]1[CH:7]=[C:6](Cl)[N:5]=[CH:4][N:3]=1.[Cl:9][C:10]1[CH:15]=[C:14]([N+:16]([O-:18])=[O:17])[CH:13]=[CH:12][C:11]=1[OH:19].C(N(CC)C(C)C)(C)C.C(OCC)(=O)C. The product is [NH2:1][C:2]1[CH:7]=[C:6]([O:19][C:11]2[CH:12]=[CH:13][C:14]([N+:16]([O-:18])=[O:17])=[CH:15][C:10]=2[Cl:9])[N:5]=[CH:4][N:3]=1. (6) The reactants are [N+:1]([C:4]1[CH:10]=[C:9]([C:11]([F:14])([F:13])[F:12])[CH:8]=[CH:7][C:5]=1[NH2:6])([O-:3])=[O:2].Cl.N([O-])=O.[Na+].[OH-:20].[Na+].[CH2:22]([OH:24])[CH3:23]. The catalyst is O.S(=O)(=O)(O)N. The product is [OH:24][CH2:22][C:23]1[CH:8]=[C:9]([CH3:11])[CH:10]=[C:4]([N:1]=[N:6][C:5]2[CH:7]=[CH:8][C:9]([C:11]([F:12])([F:13])[F:14])=[CH:10][C:4]=2[N+:1]([O-:3])=[O:2])[C:5]=1[OH:20]. The yield is 0.760.